This data is from Peptide-MHC class I binding affinity with 185,985 pairs from IEDB/IMGT. The task is: Regression. Given a peptide amino acid sequence and an MHC pseudo amino acid sequence, predict their binding affinity value. This is MHC class I binding data. (1) The binding affinity (normalized) is 0.0113. The peptide sequence is RRGWEVLKY. The MHC is HLA-B53:01 with pseudo-sequence HLA-B53:01. (2) The peptide sequence is TPSGKRLQI. The MHC is HLA-B27:03 with pseudo-sequence HLA-B27:03. The binding affinity (normalized) is 0.0847. (3) The peptide sequence is YHVKYPNL. The MHC is H-2-Db with pseudo-sequence H-2-Db. The binding affinity (normalized) is 0. (4) The peptide sequence is VSLSAYIIR. The MHC is HLA-A11:01 with pseudo-sequence HLA-A11:01. The binding affinity (normalized) is 0.352. (5) The peptide sequence is YVEHDPRLV. The MHC is HLA-A02:03 with pseudo-sequence HLA-A02:03. The binding affinity (normalized) is 0.393. (6) The peptide sequence is KMGKAGYVT. The MHC is HLA-A02:06 with pseudo-sequence HLA-A02:06. The binding affinity (normalized) is 0.407. (7) The peptide sequence is LTYLQYGWSYF. The MHC is Mamu-B52 with pseudo-sequence Mamu-B52. The binding affinity (normalized) is 0.516. (8) The peptide sequence is LTDRELLLL. The MHC is HLA-A25:01 with pseudo-sequence HLA-A25:01. The binding affinity (normalized) is 0.0847. (9) The peptide sequence is RLGWRTLDF. The MHC is HLA-B57:01 with pseudo-sequence HLA-B57:01. The binding affinity (normalized) is 0.0847. (10) The peptide sequence is SVRDRLARL. The MHC is HLA-B57:01 with pseudo-sequence HLA-B57:01. The binding affinity (normalized) is 0.